This data is from Full USPTO retrosynthesis dataset with 1.9M reactions from patents (1976-2016). The task is: Predict the reactants needed to synthesize the given product. Given the product [CH3:33][C:32]([CH3:35])([CH3:34])[C@@H:31]([C:36]([OH:38])=[O:37])[NH:30][C:8]([O:6][CH2:1][CH2:2][CH2:3][CH:4]=[CH2:5])=[O:10], predict the reactants needed to synthesize it. The reactants are: [CH2:1]([OH:6])[CH2:2][CH2:3][CH:4]=[CH2:5].Cl[C:8](Cl)([O:10]C(=O)OC(Cl)(Cl)Cl)Cl.CCN(C(C)C)C(C)C.[OH-].[Na+].[NH2:30][C@H:31]([C:36]([OH:38])=[O:37])[C:32]([CH3:35])([CH3:34])[CH3:33].